From a dataset of Full USPTO retrosynthesis dataset with 1.9M reactions from patents (1976-2016). Predict the reactants needed to synthesize the given product. (1) Given the product [C:1]([O:5][C:6]([N:7]([C:8]1[CH:13]=[CH:12][C:11]([O:14][CH2:15][CH3:16])=[CH:10][CH:9]=1)[C:17]1[N:22]2[N:23]=[CH:24][CH:25]=[C:21]2[N:20]=[C:19]([NH:31][C@H:32]2[CH2:37][CH2:36][CH2:35][N:34]([C:38]([O:40][C:41]([CH3:44])([CH3:43])[CH3:42])=[O:39])[CH2:33]2)[C:18]=1[CH2:27][CH2:28][OH:29])=[O:30])([CH3:4])([CH3:3])[CH3:2], predict the reactants needed to synthesize it. The reactants are: [C:1]([O:5][C:6](=[O:30])[N:7]([C:17]1[N:22]2[N:23]=[CH:24][CH:25]=[C:21]2[N:20]=[C:19](Cl)[C:18]=1[CH2:27][CH2:28][OH:29])[C:8]1[CH:13]=[CH:12][C:11]([O:14][CH2:15][CH3:16])=[CH:10][CH:9]=1)([CH3:4])([CH3:3])[CH3:2].[NH2:31][C@H:32]1[CH2:37][CH2:36][CH2:35][N:34]([C:38]([O:40][C:41]([CH3:44])([CH3:43])[CH3:42])=[O:39])[CH2:33]1.Cl. (2) Given the product [F:2][C:3]1[CH:8]=[CH:7][C:6]([F:9])=[CH:5][C:4]=1[C:10]1[CH2:11][CH2:12][N:13]([C:23]([N:25]([CH3:26])[CH2:29][CH:37]([CH3:38])[CH2:36][NH:33][CH3:34])=[O:24])[CH:14]([C:16]2[CH:21]=[CH:20][CH:19]=[C:18]([OH:22])[CH:17]=2)[CH:15]=1, predict the reactants needed to synthesize it. The reactants are: [I-].[F:2][C:3]1[CH:8]=[CH:7][C:6]([F:9])=[CH:5][C:4]=1[C:10]1[CH2:11][CH2:12][N:13]([C:23]([N:25]2[CH:29]=C[N+](C)=[CH:26]2)=[O:24])[CH:14]([C:16]2[CH:21]=[CH:20][CH:19]=[C:18]([OH:22])[CH:17]=2)[CH:15]=1.CC[N:33]([CH2:36][CH3:37])[CH2:34]C.[CH2:38](Cl)Cl. (3) Given the product [C:35]1([C:31]23[CH2:32][C:9](=[O:10])[CH2:7][N:30]2[C:28](=[O:29])[O:27][CH2:25]3)[CH:36]=[CH:37][CH:38]=[CH:39][CH:40]=1, predict the reactants needed to synthesize it. The reactants are: C1([C@H:7]([C:9](O)=[O:10])N)C=CC=CC=1.ClC(OCC)=O.C1(C)C=CC=CC=1.[CH2:25]([O:27][C:28]([NH:30][C@H:31]([C:35]1[CH:40]=[CH:39][CH:38]=[CH:37][CH:36]=1)[C:32](O)=O)=[O:29])C.